This data is from Peptide-MHC class I binding affinity with 185,985 pairs from IEDB/IMGT. The task is: Regression. Given a peptide amino acid sequence and an MHC pseudo amino acid sequence, predict their binding affinity value. This is MHC class I binding data. (1) The peptide sequence is TVANNPDDK. The MHC is HLA-A33:01 with pseudo-sequence HLA-A33:01. The binding affinity (normalized) is 0.0185. (2) The peptide sequence is KPLNILNIV. The MHC is H-2-Ld with pseudo-sequence H-2-Ld. The binding affinity (normalized) is 0.419. (3) The peptide sequence is MLLIAQAEA. The MHC is HLA-A02:01 with pseudo-sequence HLA-A02:01. The binding affinity (normalized) is 0.593. (4) The peptide sequence is FLSHKIHVI. The MHC is HLA-A02:01 with pseudo-sequence HLA-A02:01. The binding affinity (normalized) is 0.936. (5) The peptide sequence is RIYKTIKQY. The MHC is HLA-B15:01 with pseudo-sequence HLA-B15:01. The binding affinity (normalized) is 0.281.